Dataset: Full USPTO retrosynthesis dataset with 1.9M reactions from patents (1976-2016). Task: Predict the reactants needed to synthesize the given product. (1) The reactants are: [CH3:1][O:2][C:3]1[C:8]([O:9][CH3:10])=[CH:7][CH:6]=[CH:5][C:4]=1B(O)O.Cl[C:15]1[N:20]=[N:19][C:18]([CH2:21][N:22]2[CH:27]=[C:26]3[N:28]=[C:29]([C:31]4[CH:36]=[CH:35][CH:34]=[C:33]([F:37])[C:32]=4[F:38])[N:30]=[C:25]3[CH:24]=[N:23]2)=[CH:17][CH:16]=1. Given the product [F:38][C:32]1[C:33]([F:37])=[CH:34][CH:35]=[CH:36][C:31]=1[C:29]1[N:30]=[C:25]2[CH:24]=[N:23][N:22]([CH2:21][C:18]3[N:19]=[N:20][C:15]([C:4]4[CH:5]=[CH:6][CH:7]=[C:8]([O:9][CH3:10])[C:3]=4[O:2][CH3:1])=[CH:16][CH:17]=3)[CH:27]=[C:26]2[N:28]=1, predict the reactants needed to synthesize it. (2) The reactants are: [NH2:1][C:2]1[CH:3]=[C:4]([N:8]2[C:12]3=[N:13][CH:14]=[N:15][C:16]([NH2:17])=[C:11]3[CH:10]=[N:9]2)[CH:5]=[CH:6][CH:7]=1.[CH3:18][O:19][CH2:20][CH2:21][C:22](O)=[O:23].Cl.CN(C)CCCN=C=NCC.ON1C2C=CC=CC=2N=N1. Given the product [NH2:17][C:16]1[N:15]=[CH:14][N:13]=[C:12]2[N:8]([C:4]3[CH:3]=[C:2]([NH:1][C:22](=[O:23])[CH2:21][CH2:20][O:19][CH3:18])[CH:7]=[CH:6][CH:5]=3)[N:9]=[CH:10][C:11]=12, predict the reactants needed to synthesize it. (3) The reactants are: [OH-].[Na+].[C:3]([C:7]1[N:11]([CH2:12][CH:13]2[CH2:18][CH2:17][O:16][CH2:15][CH2:14]2)[C:10]2[CH:19]=[CH:20][C:21]([S:23]([N:26]3[CH2:30][CH2:29][CH:28]([C:31]([O:33]C)=[O:32])[CH2:27]3)(=[O:25])=[O:24])=[CH:22][C:9]=2[N:8]=1)([CH3:6])([CH3:5])[CH3:4].CO. Given the product [C:3]([C:7]1[N:11]([CH2:12][CH:13]2[CH2:14][CH2:15][O:16][CH2:17][CH2:18]2)[C:10]2[CH:19]=[CH:20][C:21]([S:23]([N:26]3[CH2:30][CH2:29][CH:28]([C:31]([OH:33])=[O:32])[CH2:27]3)(=[O:25])=[O:24])=[CH:22][C:9]=2[N:8]=1)([CH3:6])([CH3:4])[CH3:5], predict the reactants needed to synthesize it. (4) Given the product [CH3:1][O:2][C:3]1[C:4]([NH2:9])=[N:5][CH:6]=[CH:7][CH:8]=1, predict the reactants needed to synthesize it. The reactants are: [CH3:1][O:2][C:3]1[C:4]([N+:9]([O-])=O)=[N:5][CH:6]=[CH:7][CH:8]=1.Cl. (5) Given the product [NH2:26][C:24]1[CH:23]=[CH:22][C:21]([C:29]2[CH:34]=[C:33]([CH:35]([CH3:36])[CH3:37])[C:32]([F:38])=[CH:31][C:30]=2[O:39][CH3:40])=[C:20]([CH2:19][N:15]2[C@@H:14]([CH3:41])[C@@H:13]([C:5]3[CH:6]=[C:7]([C:9]([F:10])([F:11])[F:12])[CH:8]=[C:3]([C:2]([F:43])([F:42])[F:1])[CH:4]=3)[O:17][C:16]2=[O:18])[CH:25]=1, predict the reactants needed to synthesize it. The reactants are: [F:1][C:2]([F:43])([F:42])[C:3]1[CH:4]=[C:5]([C@H:13]2[O:17][C:16](=[O:18])[N:15]([CH2:19][C:20]3[CH:25]=[C:24]([N+:26]([O-])=O)[CH:23]=[CH:22][C:21]=3[C:29]3[CH:34]=[C:33]([CH:35]([CH3:37])[CH3:36])[C:32]([F:38])=[CH:31][C:30]=3[O:39][CH3:40])[C@H:14]2[CH3:41])[CH:6]=[C:7]([C:9]([F:12])([F:11])[F:10])[CH:8]=1.